From a dataset of Reaction yield outcomes from USPTO patents with 853,638 reactions. Predict the reaction yield, written as a fraction of the theoretical maximum amount of product (1.0 means a 100% yield; for example, 0.34 means a 34% yield). (1) The reactants are [C:1]([NH:5][C:6]([NH:8][C:9]1[C:10]([CH3:28])=[CH:11][C:12]2[O:16][CH2:15][C@H:14]([C:17]3[CH:22]=[CH:21][C:20]([CH:23]([CH3:25])[CH3:24])=[CH:19][CH:18]=3)[C:13]=2[C:26]=1[CH3:27])=[O:7])([CH3:4])([CH3:3])[CH3:2].[C:29](OCC)(=[O:31])C.CCCCCC. The catalyst is C(Cl)(Cl)Cl. The product is [C:1]([NH:5][C:6]([NH:8][C:9]1[C:10]([CH3:28])=[C:11]([CH:29]=[O:31])[C:12]2[O:16][CH2:15][C@H:14]([C:17]3[CH:18]=[CH:19][C:20]([CH:23]([CH3:24])[CH3:25])=[CH:21][CH:22]=3)[C:13]=2[C:26]=1[CH3:27])=[O:7])([CH3:2])([CH3:3])[CH3:4]. The yield is 0.780. (2) The reactants are CCN(C(C)C)C(C)C.[NH2:10][CH2:11][C:12]1[C:13](=[O:23])[NH:14][C:15]2[C:20]([CH:21]=1)=[CH:19][C:18]([Cl:22])=[CH:17][CH:16]=2.Cl[C:25]1[N:30]=[C:29]([N:31]2[C@@H:35]([CH:36]([CH3:38])[CH3:37])[CH2:34][O:33][C:32]2=[O:39])[CH:28]=[CH:27][N:26]=1. The catalyst is CS(C)=O.CCOC(C)=O. The product is [Cl:22][C:18]1[CH:19]=[C:20]2[C:15](=[CH:16][CH:17]=1)[NH:14][C:13](=[O:23])[C:12]([CH2:11][NH:10][C:25]1[N:30]=[C:29]([N:31]3[C@@H:35]([CH:36]([CH3:37])[CH3:38])[CH2:34][O:33][C:32]3=[O:39])[CH:28]=[CH:27][N:26]=1)=[CH:21]2. The yield is 0.487. (3) The reactants are [CH3:1][O:2][C:3]([C:5]1[CH:10]=[C:9]([C:11]([O:13]C)=[O:12])[N:8]=[CH:7][N:6]=1)=[O:4].[OH-].[Na+].Cl. The catalyst is CO.O1CCOCC1. The product is [CH3:1][O:2][C:3]([C:5]1[CH:10]=[C:9]([C:11]([OH:13])=[O:12])[N:8]=[CH:7][N:6]=1)=[O:4]. The yield is 0.860. (4) The reactants are [C:1]1([CH2:7][CH2:8][CH2:9][CH2:10][CH2:11][CH:12]=O)[CH:6]=[CH:5][CH:4]=[CH:3][CH:2]=1.[C:14]([NH:18][OH:19])([CH3:17])([CH3:16])[CH3:15]. The catalyst is CO. The product is [C:14]([N+:18]([O-:19])=[CH:12][CH2:11][CH2:10][CH2:9][CH2:8][CH2:7][C:1]1[CH:6]=[CH:5][CH:4]=[CH:3][CH:2]=1)([CH3:17])([CH3:16])[CH3:15]. The yield is 0.890. (5) The reactants are Br[C:2]1[CH:9]=[CH:8][C:5]([CH:6]=[O:7])=[C:4]([Cl:10])[CH:3]=1.[C:11]1(B(O)O)[CH:16]=[CH:15][CH:14]=[CH:13][CH:12]=1.C(=O)([O-])[O-].[K+].[K+].CCCCCCC.C(Cl)(Cl)Cl. The catalyst is O1CCCC1.O.[Cl-].[Na+].O.[Pd].C1(P(C2C=CC=CC=2)C2C=CC=CC=2)C=CC=CC=1.C1(P(C2C=CC=CC=2)C2C=CC=CC=2)C=CC=CC=1.C1(P(C2C=CC=CC=2)C2C=CC=CC=2)C=CC=CC=1.C1(P(C2C=CC=CC=2)C2C=CC=CC=2)C=CC=CC=1. The product is [Cl:10][C:4]1[CH:3]=[C:2]([C:11]2[CH:16]=[CH:15][CH:14]=[CH:13][CH:12]=2)[CH:9]=[CH:8][C:5]=1[CH:6]=[O:7]. The yield is 0.650. (6) The reactants are C[O:2][C:3](=[O:19])[CH:4]([C:9]1[C:14]([F:15])=[CH:13][CH:12]=[CH:11][C:10]=1[N+:16]([O-:18])=[O:17])C(OC)=O.Cl. The catalyst is O. The product is [F:15][C:14]1[C:9]([CH2:4][C:3]([OH:19])=[O:2])=[C:10]([N+:16]([O-:18])=[O:17])[CH:11]=[CH:12][CH:13]=1. The yield is 0.540. (7) The reactants are [Cl:1][C:2]1[N:10]=[C:9]2[C:5]([N:6]=[CH:7][N:8]2[CH:11]([CH3:13])[CH3:12])=[C:4](Cl)[N:3]=1.[C:15]1([CH2:21][CH2:22][NH2:23])[CH:20]=[CH:19][CH:18]=[CH:17][CH:16]=1.CCN(CC)CC. The catalyst is CCCCO. The product is [Cl:1][C:2]1[N:10]=[C:9]2[C:5]([N:6]=[CH:7][N:8]2[CH:11]([CH3:13])[CH3:12])=[C:4]([NH:23][CH2:22][CH2:21][C:15]2[CH:20]=[CH:19][CH:18]=[CH:17][CH:16]=2)[N:3]=1. The yield is 0.820. (8) The reactants are C([O:4][C:5]1[C:10]2[C:11]([CH3:14])=[CH:12][S:13][C:9]=2[CH:8]=[C:7]([C:15]([O:17][CH2:18][CH3:19])=[O:16])[CH:6]=1)(=O)C.C(=O)([O-])[O-].[K+].[K+]. The catalyst is C(O)C.ClCCl. The product is [OH:4][C:5]1[C:10]2[C:11]([CH3:14])=[CH:12][S:13][C:9]=2[CH:8]=[C:7]([C:15]([O:17][CH2:18][CH3:19])=[O:16])[CH:6]=1. The yield is 0.600. (9) The reactants are C([O:5][C:6](=[O:20])[CH2:7][C:8]1([OH:19])[CH2:11][N:10]([C:12]([O:14][C:15]([CH3:18])([CH3:17])[CH3:16])=[O:13])[CH2:9]1)(C)(C)C.Cl.[OH-].[Na+].O(C(OC(C)(C)C)=O)C(OC(C)(C)C)=O. The catalyst is O1CCOCC1. The product is [C:12]([N:10]1[CH2:9][C:8]([CH2:7][C:6]([OH:20])=[O:5])([OH:19])[CH2:11]1)([O:14][C:15]([CH3:18])([CH3:17])[CH3:16])=[O:13]. The yield is 0.940.